Dataset: Catalyst prediction with 721,799 reactions and 888 catalyst types from USPTO. Task: Predict which catalyst facilitates the given reaction. (1) Reactant: [Br:1][C:2]1[CH:7]=[CH:6][C:5]([C@@H:8]2[O:13][CH:12]([OH:14])[C@@H:11]([OH:15])[C@H:10]([OH:16])[C@H:9]2[OH:17])=[CH:4][C:3]=1[CH2:18][C:19]1[CH:28]=[CH:27][C:22]2[O:23][CH2:24][CH2:25][O:26][C:21]=2[CH:20]=1.C(O[C:33](=[O:35])[CH3:34])(=O)C. Product: [C:12]([O:15][C@H:11]1[C@H:10]([O:16][C:10](=[O:16])[CH3:9])[C@@H:9]([O:17][C:22](=[O:23])[CH3:21])[C@H:8]([C:5]2[CH:6]=[CH:7][C:2]([Br:1])=[C:3]([CH2:18][C:19]3[CH:28]=[CH:27][C:22]4[O:23][CH2:24][CH2:25][O:26][C:21]=4[CH:20]=3)[CH:4]=2)[O:13][CH:12]1[O:14][C:33](=[O:35])[CH3:34])(=[O:13])[CH3:11]. The catalyst class is: 17. (2) Reactant: [OH:1][CH2:2][CH2:3][O:4][C:5]1[C:10]([CH3:11])=[CH:9][C:8]([C:12]2[N:21]([C:22]3[CH:27]=[CH:26][C:25]([NH:28]C(=O)C)=[CH:24][CH:23]=3)[C:20](=[O:32])[C:19]3[C:14](=[CH:15][CH:16]=[CH:17][CH:18]=3)[N:13]=2)=[CH:7][C:6]=1[CH3:33]. Product: [NH2:28][C:25]1[CH:26]=[CH:27][C:22]([N:21]2[C:20](=[O:32])[C:19]3[C:14](=[CH:15][CH:16]=[CH:17][CH:18]=3)[N:13]=[C:12]2[C:8]2[CH:7]=[C:6]([CH3:33])[C:5]([O:4][CH2:3][CH2:2][OH:1])=[C:10]([CH3:11])[CH:9]=2)=[CH:23][CH:24]=1. The catalyst class is: 33. (3) Reactant: [CH3:1][C:2]1[S:6][CH:5]=[N:4][C:3]=1[C:7]([O:9]C)=[O:8].[OH-].[Na+].Cl. Product: [CH3:1][C:2]1[S:6][CH:5]=[N:4][C:3]=1[C:7]([OH:9])=[O:8]. The catalyst class is: 5. (4) Reactant: [Cl:1][C:2]1[C:7]([CH2:8][CH3:9])=[C:6](Cl)[N:5]=[CH:4][N:3]=1.[NH3:11]. Product: [Cl:1][C:2]1[N:3]=[CH:4][N:5]=[C:6]([NH2:11])[C:7]=1[CH2:8][CH3:9]. The catalyst class is: 51. (5) Reactant: [O:1]1[C:5]2[CH:6]=[CH:7][CH:8]=[CH:9][C:4]=2[CH:3]=[C:2]1[CH:10]=[O:11].[OH:12][CH2:13][C:14]([C:16]1[CH:21]=[CH:20][CH:19]=[CH:18][CH:17]=1)=[O:15].[OH-].[Na+].OO.Cl. Product: [O:1]1[C:5]2[CH:6]=[CH:7][CH:8]=[CH:9][C:4]=2[CH:3]=[C:2]1[C:10]1[O:11][C:17]2[C:16]([C:14](=[O:15])[C:13]=1[OH:12])=[CH:21][CH:20]=[CH:19][CH:18]=2. The catalyst class is: 5. (6) Reactant: [Cl:1][C:2]1[C:3](I)=[CH:4][C:5]([NH2:9])=[C:6]([NH2:8])[CH:7]=1.[C:11]1([C:20]2[CH:25]=[CH:24][CH:23]=[CH:22][CH:21]=2)[CH:16]=[CH:15][C:14](B(O)O)=[CH:13][CH:12]=1.[Br:26][C:27]1[CH:28]=[C:29]([CH2:33][C:34](O)=O)[CH:30]=[CH:31][CH:32]=1.P(OC1C=CC=CC=1)(OC1C=CC=CC=1)OC1C=CC=CC=1. Product: [C:11]1([C:20]2[CH:25]=[CH:24][CH:23]=[CH:22][CH:21]=2)[CH:16]=[CH:15][C:14]([C:3]2[C:2]([Cl:1])=[CH:7][C:6]3[NH:8][C:34]([CH2:33][C:29]4[CH:30]=[CH:31][CH:32]=[C:27]([Br:26])[CH:28]=4)=[N:9][C:5]=3[CH:4]=2)=[CH:13][CH:12]=1. The catalyst class is: 17.